Dataset: Catalyst prediction with 721,799 reactions and 888 catalyst types from USPTO. Task: Predict which catalyst facilitates the given reaction. (1) Reactant: [Cl:1][C:2]1[C:7]([C:8]([NH2:10])=[O:9])=[C:6]([OH:11])[C:5]([NH:12][C:13]2[C:16](=[O:17])[C:15](=[O:18])[C:14]=2Cl)=[CH:4][CH:3]=1.[F:20][C:21]1[CH:27]=[CH:26][C:24]([NH2:25])=[CH:23][CH:22]=1. Product: [Cl:1][C:2]1[C:7]([C:8]([NH2:10])=[O:9])=[C:6]([OH:11])[C:5]([NH:12][C:13]2[C:16](=[O:17])[C:15](=[O:18])[C:14]=2[NH:25][C:24]2[CH:26]=[CH:27][C:21]([F:20])=[CH:22][CH:23]=2)=[CH:4][CH:3]=1. The catalyst class is: 16. (2) Reactant: C(OC([N:8]1[CH2:12][CH2:11][CH:10]([C:13]2[NH:14][C:15](=[O:23])[C:16]3[C:21]([CH:22]=2)=[CH:20][CH:19]=[CH:18][CH:17]=3)[CH2:9]1)=O)(C)(C)C.[ClH:24].O1CCOCC1. Product: [ClH:24].[NH:8]1[CH2:12][CH2:11][CH:10]([C:13]2[NH:14][C:15](=[O:23])[C:16]3[C:21]([CH:22]=2)=[CH:20][CH:19]=[CH:18][CH:17]=3)[CH2:9]1. The catalyst class is: 22. (3) Reactant: O[C@@H:2]1[CH2:7][CH2:6][C@H:5]([C:8]([O:10][CH3:11])=[O:9])[CH2:4][CH2:3]1.[Cl:12][C:13]1[CH:18]=[CH:17][C:16]([SH:19])=[CH:15][CH:14]=1.C(C=P(CCCC)(CCCC)CCCC)#N. Product: [Cl:12][C:13]1[CH:18]=[CH:17][C:16]([S:19][C@H:2]2[CH2:7][CH2:6][C@H:5]([C:8]([O:10][CH3:11])=[O:9])[CH2:4][CH2:3]2)=[CH:15][CH:14]=1. The catalyst class is: 11. (4) Reactant: [OH:1][C:2]1[CH:10]=[CH:9][CH:8]=[C:4]([C:5]([OH:7])=[O:6])[C:3]=1[NH2:11].[Cl:12][C:13]1[CH:21]=[CH:20][C:16]([C:17](Cl)=O)=[CH:15][CH:14]=1.N1C=CC=CC=1.Cl.CC1C=CC(S(O)(=O)=O)=CC=1. Product: [C:5]([O-:7])(=[O:6])[CH3:4].[Cl:12][C:13]1[CH:21]=[CH:20][C:16]([C:17]2[O:1][C:2]3[C:3](=[C:4]([C:5]([OH:7])=[O:6])[CH:8]=[CH:9][CH:10]=3)[N:11]=2)=[CH:15][CH:14]=1. The catalyst class is: 727. (5) Reactant: C1(OC2C=CC=CC=2)C=CC=CC=1.[Cl:14][C:15]1[CH:16]=[C:17]([NH:23][CH:24]=[C:25]([C:31]([O:33]CC)=O)[C:26]([O:28][CH2:29][CH3:30])=[O:27])[CH:18]=[CH:19][C:20]=1[O:21][CH3:22]. Product: [Cl:14][C:15]1[CH:16]=[C:17]2[C:18]([C:31]([OH:33])=[C:25]([C:26]([O:28][CH2:29][CH3:30])=[O:27])[CH:24]=[N:23]2)=[CH:19][C:20]=1[O:21][CH3:22]. The catalyst class is: 28. (6) Product: [Br:1][C:2]1[CH:7]=[CH:6][C:5]([O:8][Si:15]([CH:22]([CH3:24])[CH3:23])([CH:19]([CH3:21])[CH3:20])[CH:16]([CH3:18])[CH3:17])=[CH:4][CH:3]=1. Reactant: [Br:1][C:2]1[CH:7]=[CH:6][C:5]([OH:8])=[CH:4][CH:3]=1.FC(F)(F)S(O[Si:15]([CH:22]([CH3:24])[CH3:23])([CH:19]([CH3:21])[CH3:20])[CH:16]([CH3:18])[CH3:17])(=O)=O.N1C(C)=CC=CC=1C. The catalyst class is: 4.